This data is from Catalyst prediction with 721,799 reactions and 888 catalyst types from USPTO. The task is: Predict which catalyst facilitates the given reaction. (1) Reactant: [Si]([O:8][CH2:9][CH2:10][N:11]1[C:19]2[CH2:18][CH2:17][CH2:16][CH:15]([NH:20][C:21](=[O:40])[CH2:22][C@@H:23]3[C:28](=[O:29])[NH:27][CH2:26][CH2:25][N:24]3[S:30]([C:33]3[CH:39]=[CH:38][C:36]([CH3:37])=[CH:35][CH:34]=3)(=[O:32])=[O:31])[C:14]=2[CH:13]=[N:12]1)(C(C)(C)C)(C)C.CC(O)=O.CCCC[N+](CCCC)(CCCC)CCCC.[F-]. Product: [OH:8][CH2:9][CH2:10][N:11]1[C:19]2[CH2:18][CH2:17][CH2:16][CH:15]([NH:20][C:21](=[O:40])[CH2:22][C@@H:23]3[C:28](=[O:29])[NH:27][CH2:26][CH2:25][N:24]3[S:30]([C:33]3[CH:39]=[CH:38][C:36]([CH3:37])=[CH:35][CH:34]=3)(=[O:31])=[O:32])[C:14]=2[CH:13]=[N:12]1. The catalyst class is: 1. (2) Product: [F:1][C:2]([F:7])([F:6])[C:3]([OH:5])=[O:4].[CH3:56][N:53]([CH3:51])[CH2:54][CH2:55][CH2:11][CH2:12][O:13][C:14]1[CH:15]=[C:16]([CH:44]=[C:45]([O:47][CH2:48][CH2:49][CH3:50])[CH:46]=1)[O:17][C:18]1[C:19]([NH:30][S:31]([C:34]2[CH:39]=[CH:38][C:37]([O:40][CH3:41])=[C:36]([O:42][CH3:43])[CH:35]=2)(=[O:33])=[O:32])=[CH:20][C:21]2[N:25]([CH3:26])[C:24](=[O:27])[N:23]([CH3:28])[C:22]=2[CH:29]=1. The catalyst class is: 5. Reactant: [F:1][C:2]([F:7])([F:6])[C:3]([OH:5])=[O:4].NCC[CH2:11][CH2:12][O:13][C:14]1[CH:15]=[C:16]([CH:44]=[C:45]([O:47][CH2:48][CH2:49][CH3:50])[CH:46]=1)[O:17][C:18]1[C:19]([NH:30][S:31]([C:34]2[CH:39]=[CH:38][C:37]([O:40][CH3:41])=[C:36]([O:42][CH3:43])[CH:35]=2)(=[O:33])=[O:32])=[CH:20][C:21]2[N:25]([CH3:26])[C:24](=[O:27])[N:23]([CH3:28])[C:22]=2[CH:29]=1.[CH2:51]([N:53]([CH2:56]C)[CH2:54][CH3:55])C.C(O)(=O)C.C=O.C(O[BH-](OC(=O)C)OC(=O)C)(=O)C.[Na+]. (3) Reactant: [Br-].[CH2:2]([O:9][C:10]1[CH:11]=[C:12]([CH:29]=[CH:30][C:31]=1[N+:32]([O-:34])=[O:33])[CH2:13][CH:14]1[C:23]2[C:18](=[CH:19][CH:20]=[CH:21][CH:22]=2)[CH2:17][CH2:16][C:15]1=[N+]1CCCC1)[C:3]1[CH:8]=[CH:7][CH:6]=[CH:5][CH:4]=1.O.C(Cl)(Cl)Cl.CC(O)=[O:42]. Product: [CH2:2]([O:9][C:10]1[CH:11]=[C:12]([CH:29]=[CH:30][C:31]=1[N+:32]([O-:34])=[O:33])[CH2:13][CH:14]1[C:19]2[C:18](=[CH:23][CH:22]=[CH:21][CH:20]=2)[CH2:17][CH2:16][C:15]1=[O:42])[C:3]1[CH:4]=[CH:5][CH:6]=[CH:7][CH:8]=1. The catalyst class is: 2.